From a dataset of Experimentally validated miRNA-target interactions with 360,000+ pairs, plus equal number of negative samples. Binary Classification. Given a miRNA mature sequence and a target amino acid sequence, predict their likelihood of interaction. (1) The miRNA is mmu-miR-539-5p with sequence GGAGAAAUUAUCCUUGGUGUGU. The protein sequence of the target gene is MSLLSSRAARVPGPSSSLCALLVLLLLLTQPGPIASAGPAAAVLRELRCVCLQTTQGVHPKMISNLQVFAIGPQCSKVEVVASLKNGKEICLDPEAPFLKKVIQKILDGGNKEN. Result: 0 (no interaction). (2) The miRNA is mmu-miR-5125 with sequence UCUGCCUGGGAUUUCCUUGU. The protein sequence of the target gene is MDQRPELLSSMEYVASPDPKPGVPLRVAENVAPGAEDWLPSASGHLAWATSLETEHQTHLELSEEQRLQISKELVDLQIATHHLREQHEAEVFELRREILRLESRVLELELHGNGACQGHKVQPMANLGQHQVPPLEPPGGQQKLQEELKWLLEHHRARQQALETQVGVLSQQLQGAREEARTTGQQLASQAMVLASCKGQLRQAEAENTQLQLQLKKMNEEYAVRLQHYARETVENASSTNQAALQAFLESTLQDIRAAHRTREQQLAQAARTYRKRLADLNQRQELLLTTCRATFATA.... Result: 1 (interaction). (3) The miRNA is hsa-miR-4474-5p with sequence UUAGUCUCAUGAUCAGACACA. The protein sequence of the target gene is MSSRSTKDLIKSKWGSKPSNSKSETTLEKLKGEIAHLKTSVDEITSGKGKLTDKERHRLLEKIRVLEAEKEKNAYQLTEKDKEIQRLRDQLKARYSTTTLLEQLEETTREGERREQVLKALSEEKDVLKQQLSAATSRIAELESKTNTLRLSQTVAPNCFNSSINNIHEMEIQLKDALEKNQQWLVYDQQREVYVKGLLAKIFELEKKTETAAHSLPQQTKKPESEGYLQEEKQKCYNDLLASAKKDLEVERQTITQLSFELSEFRRKYEETQKEVHNLNQLLYSQRRADVQHLEDDRHK.... Result: 1 (interaction).